Dataset: Reaction yield outcomes from USPTO patents with 853,638 reactions. Task: Predict the reaction yield, written as a fraction of the theoretical maximum amount of product (1.0 means a 100% yield; for example, 0.34 means a 34% yield). (1) The reactants are [C:1]([P:5]([C:10]([CH3:13])([CH3:12])[CH3:11])[CH2:6][CH:7]=[CH:8][CH3:9])([CH3:4])([CH3:3])[CH3:2].CO.[Na+].[Na+].[Cl:18][Pd+2:19](Cl)(Cl)[Cl:20]. The catalyst is CCCCCC. The product is [Pd:19]([Cl:20])[Cl:18].[C:10]([P:5]([C:1]([CH3:2])([CH3:4])[CH3:3])[CH2:6][CH:7]=[CH:8][CH3:9])([CH3:11])([CH3:12])[CH3:13].[C:10]([P:5]([C:1]([CH3:2])([CH3:4])[CH3:3])[CH2:6][CH:7]=[CH:8][CH3:9])([CH3:11])([CH3:12])[CH3:13]. The yield is 0.940. (2) The reactants are [CH2:1]([O:8][C:9](=[O:22])[NH:10][CH2:11][CH2:12][C:13]#[C:14][C:15]1[CH:20]=[CH:19][C:18](I)=[CH:17][CH:16]=1)[C:2]1[CH:7]=[CH:6][CH:5]=[CH:4][CH:3]=1.[CH3:23][O:24][C:25](=[O:38])[C@H:26]([NH:30][C:31]([O:33][C:34]([CH3:37])([CH3:36])[CH3:35])=[O:32])[CH2:27][C:28]#[CH:29].COC(=O)C(NC(OC(C)(C)C)=O)CC#C. The catalyst is C1COCC1.C(N(CC)CC)C.[Cu]I.Cl[Pd](Cl)([P](C1C=CC=CC=1)(C1C=CC=CC=1)C1C=CC=CC=1)[P](C1C=CC=CC=1)(C1C=CC=CC=1)C1C=CC=CC=1. The product is [CH3:23][O:24][C:25](=[O:38])[C@H:26]([NH:30][C:31]([O:33][C:34]([CH3:36])([CH3:35])[CH3:37])=[O:32])[CH2:27][C:28]#[C:29][C:18]1[CH:19]=[CH:20][C:15]([C:14]#[C:13][CH2:12][CH2:11][NH:10][C:9]([O:8][CH2:1][C:2]2[CH:7]=[CH:6][CH:5]=[CH:4][CH:3]=2)=[O:22])=[CH:16][CH:17]=1. The yield is 0.990. (3) The reactants are [Cl:1][C:2]1[CH:7]=[C:6]([N:8]([C:13]2[C:32]([CH:33]3[CH2:35][CH2:34]3)=[CH:31][C:16]3[C:17]([C:27](=[O:30])[NH:28][CH3:29])=[C:18]([C:20]4[CH:25]=[CH:24][C:23]([F:26])=[CH:22][CH:21]=4)[O:19][C:15]=3[CH:14]=2)[S:9]([CH3:12])(=[O:11])=[O:10])[CH:5]=[CH:4][C:3]=1[B:36]([OH:38])[OH:37].[OH:39][CH2:40][C:41]([CH2:45]O)([CH2:43]O)[CH3:42].CC(C)([O-])C.[K+:52].C1COCC1. The catalyst is C1COCC1. The product is [K+:52].[Cl:1][C:2]1[CH:7]=[C:6]([N:8]([C:13]2[C:32]([CH:33]3[CH2:35][CH2:34]3)=[CH:31][C:16]3[C:17]([C:27](=[O:30])[NH:28][CH3:29])=[C:18]([C:20]4[CH:21]=[CH:22][C:23]([F:26])=[CH:24][CH:25]=4)[O:19][C:15]=3[CH:14]=2)[S:9]([CH3:12])(=[O:11])=[O:10])[CH:5]=[CH:4][C:3]=1[B-:36]12[O:39][CH2:40][C:41]([CH3:45])([CH2:43][O:37]1)[CH2:42][O:38]2. The yield is 1.00.